From a dataset of Reaction yield outcomes from USPTO patents with 853,638 reactions. Predict the reaction yield, written as a fraction of the theoretical maximum amount of product (1.0 means a 100% yield; for example, 0.34 means a 34% yield). The reactants are C([O:8][C:9]1[CH:10]=[CH:11][C:12]2[O:16][C:15]([CH:17]([NH:24][C:25]3[CH:30]=[CH:29][C:28]([C:31]([N:33]([CH3:41])[CH2:34][CH2:35][C:36]([O:38][CH2:39][CH3:40])=[O:37])=[O:32])=[CH:27][CH:26]=3)[CH:18]3[CH2:23][CH2:22][CH2:21][CH2:20][CH2:19]3)=[C:14]([CH3:42])[C:13]=2[CH:43]=1)C1C=CC=CC=1. The catalyst is C(O)C.[Pt]=O. The product is [CH:18]1([CH:17]([NH:24][C:25]2[CH:26]=[CH:27][C:28]([C:31]([N:33]([CH3:41])[CH2:34][CH2:35][C:36]([O:38][CH2:39][CH3:40])=[O:37])=[O:32])=[CH:29][CH:30]=2)[C:15]2[O:16][C:12]3[CH:11]=[CH:10][C:9]([OH:8])=[CH:43][C:13]=3[C:14]=2[CH3:42])[CH2:23][CH2:22][CH2:21][CH2:20][CH2:19]1. The yield is 0.790.